From a dataset of Reaction yield outcomes from USPTO patents with 853,638 reactions. Predict the reaction yield, written as a fraction of the theoretical maximum amount of product (1.0 means a 100% yield; for example, 0.34 means a 34% yield). (1) The reactants are [Br:1][C:2]1[CH:3]=[CH:4][C:5]2[O:9][CH2:8][C:7]([CH3:11])([CH3:10])[C:6]=2[CH:12]=1.Cl[CH:14]([O:16]C(Cl)Cl)Cl.O. The catalyst is ClCCl.[Ti](Cl)(Cl)(Cl)Cl. The product is [Br:1][C:2]1[CH:3]=[C:4]([CH:14]=[O:16])[C:5]2[O:9][CH2:8][C:7]([CH3:10])([CH3:11])[C:6]=2[CH:12]=1. The yield is 0.630. (2) The yield is 0.330. The reactants are C([CH:3]1[CH2:8][N:7]([C:9]2[CH:14]=[CH:13][C:12](I)=[CH:11][CH:10]=2)[C:6](=[O:16])[C:5]2[N:17]([C:23]3[CH:28]=[CH:27][C:26]([O:29][CH3:30])=[CH:25][CH:24]=3)[N:18]=[C:19]([C:20]([NH2:22])=[O:21])[C:4]1=2)C.C(OC([N:41]1[CH2:46][CH2:45][NH:44][C:43](=[O:47])[CH2:42]1)=O)C1C=CC=CC=1.C([O-])([O-])=O.[K+].[K+].CS(C)=O. The catalyst is CCOC(C)=O.O.[Cu]I. The product is [CH3:30][O:29][C:26]1[CH:25]=[CH:24][C:23]([N:17]2[C:5]3[C:6](=[O:16])[N:7]([C:9]4[CH:10]=[CH:11][C:12]([N:44]5[CH2:45][CH2:46][NH:41][CH2:42][C:43]5=[O:47])=[CH:13][CH:14]=4)[CH2:8][CH2:3][C:4]=3[C:19]([C:20]([NH2:22])=[O:21])=[N:18]2)=[CH:28][CH:27]=1. (3) The reactants are [S:1]([N:11]1[C:19]2[C:14](=[C:15]([CH:20](O)[CH3:21])[CH:16]=[CH:17][CH:18]=2)[CH:13]=[CH:12]1)([C:4]1[CH:10]=[CH:9][C:7]([CH3:8])=[CH:6][CH:5]=1)(=[O:3])=[O:2].P(Br)(Br)[Br:24].C([O-])(O)=O.[Na+]. The yield is 0.920. The catalyst is C(Cl)Cl.CCOCC. The product is [Br:24][CH:20]([C:15]1[CH:16]=[CH:17][CH:18]=[C:19]2[C:14]=1[CH:13]=[CH:12][N:11]2[S:1]([C:4]1[CH:10]=[CH:9][C:7]([CH3:8])=[CH:6][CH:5]=1)(=[O:3])=[O:2])[CH3:21]. (4) The reactants are [NH2:1][CH2:2][C@H:3]([N:5]1[CH:9]=[CH:8][C:7]([C:10]2[CH:17]=[CH:16][C:13]([C:14]#[N:15])=[C:12]([Cl:18])[C:11]=2[CH3:19])=[N:6]1)[CH3:4].[C:20]([C:23]1[CH:27]=[C:26]([C:28](O)=[O:29])[NH:25][N:24]=1)(=[O:22])[CH3:21]. No catalyst specified. The product is [C:20]([C:23]1[CH:27]=[C:26]([C:28]([NH:1][CH2:2][C@H:3]([N:5]2[CH:9]=[CH:8][C:7]([C:10]3[CH:17]=[CH:16][C:13]([C:14]#[N:15])=[C:12]([Cl:18])[C:11]=3[CH3:19])=[N:6]2)[CH3:4])=[O:29])[NH:25][N:24]=1)(=[O:22])[CH3:21]. The yield is 0.190. (5) The reactants are [CH3:1][O:2][C:3]1[C:30]([O:31][CH3:32])=[CH:29][C:6]2[N:7]([C:10]3[S:14][C:13]([C:15]#[N:16])=[C:12]([O:17][CH2:18][C:19]4[CH:24]=[CH:23][CH:22]=[CH:21][C:20]=4[C:25]([F:28])([F:27])[F:26])[CH:11]=3)[CH:8]=[N:9][C:5]=2[CH:4]=1.[N-:33]=[N+:34]=[N-:35].[Na+].[Cl-].[NH4+].C([O-])(O)=O.[Na+]. The catalyst is CN(C)C=O. The product is [CH3:1][O:2][C:3]1[C:30]([O:31][CH3:32])=[CH:29][C:6]2[N:7]([C:10]3[S:14][C:13]([C:15]4[NH:35][N:34]=[N:33][N:16]=4)=[C:12]([O:17][CH2:18][C:19]4[CH:24]=[CH:23][CH:22]=[CH:21][C:20]=4[C:25]([F:27])([F:26])[F:28])[CH:11]=3)[CH:8]=[N:9][C:5]=2[CH:4]=1. The yield is 0.430. (6) The reactants are CN([CH2:4][C:5]1[C:13]2[C:8](=[CH:9][CH:10]=[C:11]([O:14][CH3:15])[CH:12]=2)[NH:7][C:6]=1[C:16]([O:18][CH2:19][CH3:20])=[O:17])C.COS(OC)(=O)=O.[N+:28]([CH2:31][CH2:32][CH2:33][C:34]([O:36][CH3:37])=[O:35])([O-:30])=[O:29].C[O-].[Na+]. The catalyst is CO.O. The product is [CH3:15][O:14][C:11]1[CH:12]=[C:13]2[C:8](=[CH:9][CH:10]=1)[NH:7][C:6]([C:16]([O:18][CH2:19][CH3:20])=[O:17])=[C:5]2[CH2:4][CH:31]([N+:28]([O-:30])=[O:29])[CH2:32][CH2:33][C:34]([O:36][CH3:37])=[O:35]. The yield is 0.730. (7) The reactants are [Cl:1][C:2]1[CH:27]=[CH:26][C:5]([CH2:6][N:7]2[C:15]3[C:14](=[O:16])[NH:13][C:12](=[O:17])[N:11]([CH3:18])[C:10]=3[N:9]=[C:8]2[S:19]([NH:22][CH:23]([CH3:25])[CH3:24])(=[O:21])=[O:20])=[CH:4][CH:3]=1.Br[CH2:29][CH2:30][CH2:31][O:32][CH:33]1[CH2:38][CH2:37][CH2:36][CH2:35][O:34]1.C(=O)([O-])[O-].[K+].[K+]. The catalyst is CN(C=O)C.C(OCC)(=O)C. The product is [Cl:1][C:2]1[CH:3]=[CH:4][C:5]([CH2:6][N:7]2[C:15]3[C:14](=[O:16])[N:13]([CH2:29][CH2:30][CH2:31][O:32][CH:33]4[CH2:38][CH2:37][CH2:36][CH2:35][O:34]4)[C:12](=[O:17])[N:11]([CH3:18])[C:10]=3[N:9]=[C:8]2[S:19]([NH:22][CH:23]([CH3:24])[CH3:25])(=[O:21])=[O:20])=[CH:26][CH:27]=1. The yield is 0.770. (8) The reactants are [Br:1][C:2]1[CH:3]=[CH:4][C:5]([CH:8]=O)=[N:6][CH:7]=1.[NH2:10][OH:11].Cl.C([O-])([O-])=O.[Na+].[Na+]. The catalyst is CO.O. The product is [Br:1][C:2]1[CH:3]=[CH:4][C:5]([CH:8]=[N:10][OH:11])=[N:6][CH:7]=1. The yield is 0.930.